This data is from hERG Central: cardiac toxicity at 1µM, 10µM, and general inhibition. The task is: Predict hERG channel inhibition at various concentrations. (1) The molecule is COc1cccc(CC2(CO)CCCN(Cc3ccc(C)s3)C2)c1. Results: hERG_inhib (hERG inhibition (general)): blocker. (2) The compound is O=S(=O)(c1cccs1)N1CCN(CC(O)COc2cccc(Br)c2)CC1. Results: hERG_inhib (hERG inhibition (general)): blocker. (3) The compound is O=c1ccc2cc(S(=O)(=O)N3CCN(c4ccc(Cl)cc4)CC3)ccc2o1. Results: hERG_inhib (hERG inhibition (general)): blocker.